Dataset: Full USPTO retrosynthesis dataset with 1.9M reactions from patents (1976-2016). Task: Predict the reactants needed to synthesize the given product. (1) Given the product [CH3:18][O:19][C:21]1[CH2:3][CH2:4][CH2:5][CH2:6][CH2:7][CH2:8][CH2:9][CH2:10][CH2:11][CH2:1][N:2]=1, predict the reactants needed to synthesize it. The reactants are: [C:1]1(=O)[CH2:11][CH2:10][CH2:9][CH2:8][CH2:7][CH2:6][CH2:5][CH2:4][CH2:3][NH:2]1.F[B-](F)(F)F.[CH3:18][O+:19]([CH3:21])C.C(=O)(O)[O-].[Na+]. (2) Given the product [CH3:1][C:2]([CH3:45])([CH2:22][N:23]1[C:27]2[CH:28]=[CH:29][CH:30]=[CH:31][C:26]=2[N:25]=[C:24]1[CH2:32][N:33]([CH3:44])[CH:34]1[C:43]2[N:42]=[CH:41][CH:40]=[CH:39][C:38]=2[CH2:37][CH2:36][CH2:35]1)[CH2:3][NH:4][C:5]([NH2:14])=[NH:6], predict the reactants needed to synthesize it. The reactants are: [CH3:1][C:2]([CH3:45])([CH2:22][N:23]1[C:27]2[CH:28]=[CH:29][CH:30]=[CH:31][C:26]=2[N:25]=[C:24]1[CH2:32][N:33]([CH3:44])[CH:34]1[C:43]2[N:42]=[CH:41][CH:40]=[CH:39][C:38]=2[CH2:37][CH2:36][CH2:35]1)[CH2:3][NH:4]/[C:5](/[NH:14]C(=O)OC(C)(C)C)=[N:6]/C(=O)OC(C)(C)C.N1CC(CN2C3C=CC=CC=3N=C2CN(C)C2C3N=CC=CC=3CCC2)C1. (3) Given the product [CH2:35]([OH:34])[C@@H:36]([C@H:38]([C@@H:40]([CH2:42][OH:43])[OH:41])[OH:39])[OH:37].[OH:45][CH2:44][C@@H:42]([C@H:40]([C@@H:38]([C@@H:36]([CH2:35][OH:34])[OH:37])[OH:39])[OH:41])[OH:43], predict the reactants needed to synthesize it. The reactants are: C[C@@]1(O)C2C=CC=C(O)C=2C(O)=C2[C@@H]1[C@H](O)[C@@H]1[C@](O)(C2=O)C(O)=C(C(N)=O)C(=O)[C@H]1N(C)C.[O:34]=[CH:35][C@@H:36]([C@H:38]([C@@H:40]([C@@H:42]([CH2:44][OH:45])[OH:43])[OH:41])[OH:39])[OH:37].O=C[C@@H]([C@H]([C@@H](CO)O)O)O.C([O-])(=O)C.C([O-])(=O)C.[K+]. (4) Given the product [OH:9][C:8]1[CH:16]=[C:14]([OH:15])[CH:13]=[C:11]2[C:10]=1[C:17]([CH2:18][CH2:19][CH3:20])=[CH:22][C:23](=[O:24])[O:12]2, predict the reactants needed to synthesize it. The reactants are: S(=O)(=O)(O)O.O.O.[C:8]1([CH:16]=[C:14]([OH:15])[CH:13]=[C:11]([OH:12])[CH:10]=1)[OH:9].[C:17]([CH2:22][C:23](OCC)=[O:24])(=O)[CH2:18][CH2:19][CH3:20]. (5) Given the product [C:6]1([C:12]([C:14]2[CH:15]=[CH:16][CH:17]=[CH:18][CH:19]=2)([C:20]2[CH:21]=[CH:22][CH:23]=[CH:24][CH:25]=2)[S:3][CH2:2][CH2:1][NH2:4])[CH:7]=[CH:8][CH:9]=[CH:10][CH:11]=1, predict the reactants needed to synthesize it. The reactants are: [CH2:1]([NH2:4])[CH2:2][SH:3].Cl.[C:6]1([C:12]([C:20]2[CH:25]=[CH:24][CH:23]=[CH:22][CH:21]=2)([C:14]2[CH:19]=[CH:18][CH:17]=[CH:16][CH:15]=2)O)[CH:11]=[CH:10][CH:9]=[CH:8][CH:7]=1.